Dataset: Aqueous solubility values for 9,982 compounds from the AqSolDB database. Task: Regression/Classification. Given a drug SMILES string, predict its absorption, distribution, metabolism, or excretion properties. Task type varies by dataset: regression for continuous measurements (e.g., permeability, clearance, half-life) or binary classification for categorical outcomes (e.g., BBB penetration, CYP inhibition). For this dataset (solubility_aqsoldb), we predict Y. (1) The compound is NC(=O)OC[C@H](O)[C@@H](O)[C@H](N)C(=O)N[C@H](C(=O)O)[C@H]1O[C@@H](n2cc(CO)c(=O)[nH]c2=O)C(O)C1O. The Y is 0.295 log mol/L. (2) The molecule is CC(=O)SC1CC2=CC(=O)CCC2(C)C2CCC3(C)C(CCC34CCC(=O)O4)C12. The Y is -4.28 log mol/L.